This data is from Catalyst prediction with 721,799 reactions and 888 catalyst types from USPTO. The task is: Predict which catalyst facilitates the given reaction. (1) Reactant: [H-].[Na+].[OH:3][CH:4]1[CH2:9][CH2:8][CH:7]([C:10]([O:12][CH2:13][CH3:14])=[O:11])[CH2:6][CH2:5]1.[Br:15][C:16]1[CH:17]=[CH:18][C:19](F)=[N:20][CH:21]=1. Product: [Br:15][C:16]1[CH:17]=[CH:18][C:19]([O:3][CH:4]2[CH2:5][CH2:6][CH:7]([C:10]([O:12][CH2:13][CH3:14])=[O:11])[CH2:8][CH2:9]2)=[N:20][CH:21]=1. The catalyst class is: 634. (2) Reactant: [B:1]([O:10][CH:11]([CH3:13])[CH3:12])([O:6][CH:7]([CH3:9])[CH3:8])OC(C)C.[Br:14][CH2:15]Br.C([Li])CCC.CS(O)(=O)=O.OC(C(O)(C)C)(C)C. Product: [Br:14][CH2:15][B:1]1[O:6][C:7]([CH3:8])([CH3:9])[C:11]([CH3:12])([CH3:13])[O:10]1. The catalyst class is: 7. (3) Reactant: C(OC([N:8]1[CH2:13][CH2:12][CH:11]([C:14]([S:16][C:17]2[CH:22]=[CH:21][CH:20]=[CH:19][CH:18]=2)=[O:15])[CH2:10][CH2:9]1)=O)(C)(C)C.C(O)(C(F)(F)F)=O. Product: [C:17]1([S:16][C:14]([CH:11]2[CH2:10][CH2:9][NH:8][CH2:13][CH2:12]2)=[O:15])[CH:18]=[CH:19][CH:20]=[CH:21][CH:22]=1. The catalyst class is: 4. (4) Reactant: [Cl:1][C:2]1[N:7]=[C:6](Cl)[C:5]([O:9][CH3:10])=[CH:4][N:3]=1.[C:11]([O-])([O-])=[O:12].[K+].[K+]. Product: [Cl:1][C:2]1[N:7]=[C:6]([O:12][CH3:11])[C:5]([O:9][CH3:10])=[CH:4][N:3]=1. The catalyst class is: 5. (5) Reactant: Br[C:2]1[CH:7]=[CH:6][C:5]([C:8]([F:11])([F:10])[F:9])=[CH:4][N:3]=1.[CH2:12]([NH2:14])[CH3:13].C([O-])([O-])=O.[K+].[K+]. Product: [CH2:12]([NH:14][C:2]1[CH:7]=[CH:6][C:5]([C:8]([F:11])([F:10])[F:9])=[CH:4][N:3]=1)[CH3:13]. The catalyst class is: 1. (6) Reactant: [F:1][C:2]1[C:3]([C:9](OC)=[O:10])=[N:4][CH:5]=[C:6]([F:8])[CH:7]=1.[BH4-].[Li+]. Product: [F:1][C:2]1[C:3]([CH2:9][OH:10])=[N:4][CH:5]=[C:6]([F:8])[CH:7]=1. The catalyst class is: 1. (7) Reactant: O.ON1C2C=CC=CC=2N=N1.C(N(CC)CC)C.[C:19]([C:21]([C:33]1[CH:38]=[CH:37][CH:36]=[CH:35][CH:34]=1)([C:27]1[CH:32]=[CH:31][CH:30]=[CH:29][CH:28]=1)[CH2:22][CH2:23][C:24](O)=[O:25])#[N:20].Cl.[O:40]([CH:47]1[CH2:52][CH2:51][NH:50][CH2:49][CH2:48]1)[C:41]1[CH:46]=[CH:45][CH:44]=[CH:43][CH:42]=1.Cl.CN(C)CCCN=C=NCC. The catalyst class is: 9. Product: [O:25]=[C:24]([N:50]1[CH2:51][CH2:52][CH:47]([O:40][C:41]2[CH:46]=[CH:45][CH:44]=[CH:43][CH:42]=2)[CH2:48][CH2:49]1)[CH2:23][CH2:22][C:21]([C:27]1[CH:32]=[CH:31][CH:30]=[CH:29][CH:28]=1)([C:33]1[CH:38]=[CH:37][CH:36]=[CH:35][CH:34]=1)[C:19]#[N:20]. (8) Reactant: [NH2:1][C:2]1[C:3]([C:12](=[O:14])[NH2:13])=[N:4][S:5][C:6]=1[C:7]([O:9]CC)=O.C(O)(=O)C.[CH:19](N)=[NH:20].C(N)=O. Product: [O:9]=[C:7]1[NH:20][CH:19]=[N:1][C:2]2[C:3]([C:12]([NH2:13])=[O:14])=[N:4][S:5][C:6]1=2. The catalyst class is: 6.